This data is from Forward reaction prediction with 1.9M reactions from USPTO patents (1976-2016). The task is: Predict the product of the given reaction. (1) Given the reactants [CH2:1]([NH:8][C:9](=[O:25])[N:10]([CH2:13][C:14]1[CH:19]=[C:18]([C:20]([F:23])([F:22])[F:21])[CH:17]=[CH:16][C:15]=1Br)[CH2:11][CH3:12])[C:2]1[CH:7]=[CH:6][CH:5]=[CH:4][CH:3]=1.[B:26]1([B:26]2[O:30][C:29]([CH3:32])([CH3:31])[C:28]([CH3:34])([CH3:33])[O:27]2)[O:30][C:29]([CH3:32])([CH3:31])[C:28]([CH3:34])([CH3:33])[O:27]1.C([O-])(=O)C.[K+], predict the reaction product. The product is: [CH2:1]([NH:8][C:9](=[O:25])[N:10]([CH2:11][CH3:12])[CH2:13][C:14]1[CH:19]=[C:18]([C:20]([F:23])([F:22])[F:21])[CH:17]=[CH:16][C:15]=1[B:26]1[O:30][C:29]([CH3:32])([CH3:31])[C:28]([CH3:34])([CH3:33])[O:27]1)[C:2]1[CH:7]=[CH:6][CH:5]=[CH:4][CH:3]=1. (2) Given the reactants [Cl:1][C:2]1[N:7]=[C:6](Cl)[C:5]([Cl:9])=[CH:4][N:3]=1.[NH2:10][C:11]1[CH:22]=[CH:21][CH:20]=[CH:19][C:12]=1[C:13]([NH:15][CH:16]([CH3:18])[CH3:17])=[O:14].C(N(C(C)C)CC)(C)C, predict the reaction product. The product is: [Cl:1][C:2]1[N:7]=[C:6]([NH:10][C:11]2[CH:22]=[CH:21][CH:20]=[CH:19][C:12]=2[C:13]([NH:15][CH:16]([CH3:18])[CH3:17])=[O:14])[C:5]([Cl:9])=[CH:4][N:3]=1. (3) Given the reactants [N:1]12[CH2:10][CH:5]3[CH2:6][CH:7]([CH2:9][CH:3]([C@@H:4]3[NH2:11])[CH2:2]1)[CH2:8]2.[CH:12]1[C:21]2[C:16](=[CH:17][CH:18]=[CH:19][CH:20]=2)[CH:15]=[CH:14][C:13]=1[C:22](O)=[O:23].N, predict the reaction product. The product is: [N:1]12[CH2:10][CH:5]3[CH2:6][CH:7]([CH2:9][CH:3]([C@@H:4]3[NH:11][C:22]([C:13]3[CH:14]=[CH:15][C:16]4[C:21](=[CH:20][CH:19]=[CH:18][CH:17]=4)[CH:12]=3)=[O:23])[CH2:2]1)[CH2:8]2. (4) Given the reactants [CH3:1][O:2][C:3]1[CH:12]=[C:11]2[C:6]([C:7]([O:13][C:14]3[CH:19]=[CH:18][C:17]([NH:20][C:21]([C:23]4[C:24](=[O:44])[N:25]([C:38]5[CH:43]=[CH:42][CH:41]=[CH:40][CH:39]=5)[N:26]([CH2:29][C@H:30]([O:32][C:33](=[O:37])[CH2:34][NH:35][CH3:36])[CH3:31])[C:27]=4[CH3:28])=[O:22])=[CH:16][C:15]=3[F:45])=[CH:8][CH:9]=[N:10]2)=[CH:5][CH:4]=1.[C:46]([OH:53])(=[O:52])[CH2:47][CH2:48][C:49]([OH:51])=[O:50], predict the reaction product. The product is: [C:46]([OH:53])(=[O:52])[CH2:47][CH2:48][C:49]([OH:51])=[O:50].[CH3:36][NH:35][CH2:34][C:33]([O:32][C@H:30]([CH3:31])[CH2:29][N:26]1[C:27]([CH3:28])=[C:23]([C:21](=[O:22])[NH:20][C:17]2[CH:18]=[CH:19][C:14]([O:13][C:7]3[C:6]4[C:11](=[CH:12][C:3]([O:2][CH3:1])=[CH:4][CH:5]=4)[N:10]=[CH:9][CH:8]=3)=[C:15]([F:45])[CH:16]=2)[C:24](=[O:44])[N:25]1[C:38]1[CH:39]=[CH:40][CH:41]=[CH:42][CH:43]=1)=[O:37].